This data is from Peptide-MHC class I binding affinity with 185,985 pairs from IEDB/IMGT. The task is: Regression. Given a peptide amino acid sequence and an MHC pseudo amino acid sequence, predict their binding affinity value. This is MHC class I binding data. (1) The peptide sequence is RTHEESLRL. The MHC is HLA-B57:01 with pseudo-sequence HLA-B57:01. The binding affinity (normalized) is 0.294. (2) The peptide sequence is NTFVNFNSV. The MHC is HLA-A02:02 with pseudo-sequence HLA-A02:02. The binding affinity (normalized) is 0.197. (3) The peptide sequence is KFLELKRGIY. The MHC is HLA-A33:01 with pseudo-sequence HLA-A33:01. The binding affinity (normalized) is 0. (4) The peptide sequence is LTARGLIKM. The MHC is Mamu-A01 with pseudo-sequence Mamu-A01. The binding affinity (normalized) is 0.562. (5) The peptide sequence is RLYYDSMSY. The MHC is HLA-A11:01 with pseudo-sequence HLA-A11:01. The binding affinity (normalized) is 0.494. (6) The peptide sequence is TAVAKCNLNH. The MHC is HLA-A11:01 with pseudo-sequence HLA-A11:01. The binding affinity (normalized) is 0. (7) The peptide sequence is LKFSLPFPFLYKFLL. The MHC is HLA-A68:01 with pseudo-sequence HLA-A68:01. The binding affinity (normalized) is 0.146. (8) The binding affinity (normalized) is 0.0185. The MHC is HLA-A33:01 with pseudo-sequence HLA-A33:01. The peptide sequence is GTIAGGVCYY. (9) The peptide sequence is NVFISPASI. The MHC is HLA-A02:02 with pseudo-sequence HLA-A02:02. The binding affinity (normalized) is 0.509.